This data is from Catalyst prediction with 721,799 reactions and 888 catalyst types from USPTO. The task is: Predict which catalyst facilitates the given reaction. Reactant: Br[C:2]1[CH:3]=[C:4]([NH:10][C:11]2[CH:16]=[CH:15][C:14]([CH:17]3[CH2:22][CH2:21][N:20]([CH3:23])[CH2:19][CH2:18]3)=[CH:13][N:12]=2)[C:5](=[O:9])[N:6]([CH3:8])[CH:7]=1.[C:24]([O:27][CH2:28][C:29]1[C:30]([N:44]2[CH2:55][CH2:54][N:53]3[C:46](=[CH:47][C:48]4[CH2:49][C:50]([CH3:57])([CH3:56])[CH2:51][C:52]=43)[C:45]2=[O:58])=[N:31][CH:32]=[CH:33][C:34]=1B1OC(C)(C)C(C)(C)O1)(=[O:26])[CH3:25].[O-]P([O-])([O-])=O.[K+].[K+].[K+].O.O.O.C([O-])(=O)C.[Na+]. Product: [C:24]([O:27][CH2:28][C:29]1[C:30]([N:44]2[CH2:55][CH2:54][N:53]3[C:46](=[CH:47][C:48]4[CH2:49][C:50]([CH3:57])([CH3:56])[CH2:51][C:52]=43)[C:45]2=[O:58])=[N:31][CH:32]=[CH:33][C:34]=1[C:2]1[CH:3]=[C:4]([NH:10][C:11]2[CH:16]=[CH:15][C:14]([CH:17]3[CH2:22][CH2:21][N:20]([CH3:23])[CH2:19][CH2:18]3)=[CH:13][N:12]=2)[C:5](=[O:9])[N:6]([CH3:8])[CH:7]=1)(=[O:26])[CH3:25]. The catalyst class is: 543.